From a dataset of NCI-60 drug combinations with 297,098 pairs across 59 cell lines. Regression. Given two drug SMILES strings and cell line genomic features, predict the synergy score measuring deviation from expected non-interaction effect. (1) Drug 1: CCCS(=O)(=O)NC1=C(C(=C(C=C1)F)C(=O)C2=CNC3=C2C=C(C=N3)C4=CC=C(C=C4)Cl)F. Drug 2: C1=NC2=C(N=C(N=C2N1C3C(C(C(O3)CO)O)F)Cl)N. Cell line: K-562. Synergy scores: CSS=22.8, Synergy_ZIP=-0.569, Synergy_Bliss=-4.86, Synergy_Loewe=-34.8, Synergy_HSA=-7.14. (2) Drug 1: CC1CCC2CC(C(=CC=CC=CC(CC(C(=O)C(C(C(=CC(C(=O)CC(OC(=O)C3CCCCN3C(=O)C(=O)C1(O2)O)C(C)CC4CCC(C(C4)OC)OCCO)C)C)O)OC)C)C)C)OC. Drug 2: CCC1(C2=C(COC1=O)C(=O)N3CC4=CC5=C(C=CC(=C5CN(C)C)O)N=C4C3=C2)O.Cl. Cell line: SR. Synergy scores: CSS=51.8, Synergy_ZIP=0.269, Synergy_Bliss=0.126, Synergy_Loewe=-12.5, Synergy_HSA=1.53. (3) Drug 1: C1CC(CNC1)C2=CC=C(C=C2)N3C=C4C=CC=C(C4=N3)C(=O)N. Drug 2: B(C(CC(C)C)NC(=O)C(CC1=CC=CC=C1)NC(=O)C2=NC=CN=C2)(O)O. Cell line: HCT116. Synergy scores: CSS=68.3, Synergy_ZIP=1.59, Synergy_Bliss=1.78, Synergy_Loewe=-1.24, Synergy_HSA=2.98. (4) Drug 1: CN1C2=C(C=C(C=C2)N(CCCl)CCCl)N=C1CCCC(=O)O.Cl. Drug 2: C(CN)CNCCSP(=O)(O)O. Cell line: EKVX. Synergy scores: CSS=2.39, Synergy_ZIP=0.0342, Synergy_Bliss=0.484, Synergy_Loewe=1.68, Synergy_HSA=-0.391.